From a dataset of Forward reaction prediction with 1.9M reactions from USPTO patents (1976-2016). Predict the product of the given reaction. Given the reactants [F:1][C:2]1[C:3]([NH:26][C:27]2[CH:32]=[CH:31][C:30]([I:33])=[CH:29][C:28]=2[F:34])=[C:4]([NH:11][S:12]([C:15]2([CH2:18][C@@H:19]3[CH2:23][O:22]C(C)(C)[O:20]3)[CH2:17][CH2:16]2)(=[O:14])=[O:13])[C:5]([O:9][CH3:10])=[CH:6][C:7]=1[F:8], predict the reaction product. The product is: [F:1][C:2]1[C:3]([NH:26][C:27]2[CH:32]=[CH:31][C:30]([I:33])=[CH:29][C:28]=2[F:34])=[C:4]([NH:11][S:12]([C:15]2([CH2:18][C@@H:19]([OH:20])[CH2:23][OH:22])[CH2:17][CH2:16]2)(=[O:13])=[O:14])[C:5]([O:9][CH3:10])=[CH:6][C:7]=1[F:8].